Dataset: NCI-60 drug combinations with 297,098 pairs across 59 cell lines. Task: Regression. Given two drug SMILES strings and cell line genomic features, predict the synergy score measuring deviation from expected non-interaction effect. (1) Drug 1: C1=NC(=NC(=O)N1C2C(C(C(O2)CO)O)O)N. Drug 2: C1C(C(OC1N2C=NC3=C2NC=NCC3O)CO)O. Cell line: 786-0. Synergy scores: CSS=16.1, Synergy_ZIP=-6.53, Synergy_Bliss=0.178, Synergy_Loewe=-14.3, Synergy_HSA=-3.62. (2) Drug 1: CCCCCOC(=O)NC1=NC(=O)N(C=C1F)C2C(C(C(O2)C)O)O. Drug 2: C1C(C(OC1N2C=NC3=C2NC=NCC3O)CO)O. Cell line: PC-3. Synergy scores: CSS=-1.22, Synergy_ZIP=0.264, Synergy_Bliss=0.0981, Synergy_Loewe=-1.64, Synergy_HSA=-0.995. (3) Drug 1: CN1C(=O)N2C=NC(=C2N=N1)C(=O)N. Drug 2: C1CNP(=O)(OC1)N(CCCl)CCCl. Cell line: U251. Synergy scores: CSS=3.23, Synergy_ZIP=-2.36, Synergy_Bliss=-1.45, Synergy_Loewe=0.164, Synergy_HSA=0.341.